This data is from Full USPTO retrosynthesis dataset with 1.9M reactions from patents (1976-2016). The task is: Predict the reactants needed to synthesize the given product. (1) Given the product [NH:9]1[C:10]2[CH:11]=[CH:5][CH:4]=[CH:3][C:18]=2[CH:17]=[CH:6][CH:7]=[CH:8]1, predict the reactants needed to synthesize it. The reactants are: CO[C:3]1[C:18](OC)=[CH:17][C:6]2[CH2:7][C:8](=O)[N:9](CCCI)[CH:10]=[CH:11][C:5]=2[CH:4]=1.C(=O)([O-])[O-].[K+].[K+]. (2) Given the product [CH2:11]([O:13][C:14](=[O:25])[CH:15]=[CH:16][C:17]1[CH:22]=[CH:21][C:20]([O:9][C:7]2[CH:8]=[C:3]([O:2][CH3:1])[CH:4]=[CH:5][C:6]=2[CH3:10])=[CH:19][C:18]=1[CH3:24])[CH3:12], predict the reactants needed to synthesize it. The reactants are: [CH3:1][O:2][C:3]1[CH:4]=[CH:5][C:6]([CH3:10])=[C:7]([OH:9])[CH:8]=1.[CH2:11]([O:13][C:14](=[O:25])[CH:15]=[CH:16][C:17]1[CH:22]=[CH:21][C:20](F)=[CH:19][C:18]=1[CH3:24])[CH3:12].C(=O)([O-])[O-].[K+].[K+].Cl. (3) Given the product [CH2:7]([N:14]1[C:22]2[C:21](=[O:23])[N:20]([CH2:24][C:25]3[C:34]4[C:29](=[CH:30][CH:31]=[CH:32][CH:33]=4)[CH:28]=[CH:27][CH:26]=3)[N:19]=[CH:18][C:17]=2[N:16]=[C:15]1[S:37]([CH3:42])(=[O:40])=[O:38])[C:8]1[CH:13]=[CH:12][CH:11]=[CH:10][CH:9]=1, predict the reactants needed to synthesize it. The reactants are: [Mn]([O-])(=O)(=O)=O.[K+].[CH2:7]([N:14]1[C:22]2[C:21](=[O:23])[N:20]([CH2:24][C:25]3[C:34]4[C:29](=[CH:30][CH:31]=[CH:32][CH:33]=4)[CH:28]=[CH:27][CH:26]=3)[N:19]=[CH:18][C:17]=2[N:16]=[C:15]1SC)[C:8]1[CH:13]=[CH:12][CH:11]=[CH:10][CH:9]=1.[S:37]([O-:40])(O)=[O:38].[Na+].[C:42](O)(=O)C. (4) Given the product [C:34]([C:32]1[CH:31]=[C:28]([CH:29]=[O:30])[C:27]([OH:38])=[C:26]([C:43]2[CH:44]=[CH:45][C:40]([F:39])=[C:41]([C:49]([F:52])([F:51])[F:50])[CH:42]=2)[CH:33]=1)([CH3:37])([CH3:36])[CH3:35], predict the reactants needed to synthesize it. The reactants are: C(C1C=C(C=O)C(O)=C(C2C=CC(OC(F)(F)F)=CC=2)C=1)(C)(C)C.Br[C:26]1[C:27]([OH:38])=[C:28]([CH:31]=[C:32]([C:34]([CH3:37])([CH3:36])[CH3:35])[CH:33]=1)[CH:29]=[O:30].[F:39][C:40]1[CH:45]=[CH:44][C:43](B(O)O)=[CH:42][C:41]=1[C:49]([F:52])([F:51])[F:50]. (5) Given the product [NH2:6][C:5]1[N:4]=[C:3]2[NH:7][C:9]([CH3:15])=[C:10]([C:11]([O:13][CH3:14])=[O:12])[CH:19]([C:18]3[CH:21]=[CH:22][C:23]([Cl:25])=[CH:24][C:17]=3[Cl:16])[N:2]2[N:1]=1, predict the reactants needed to synthesize it. The reactants are: [NH:1]1[C:5]([NH2:6])=[N:4][C:3]([NH2:7])=[N:2]1.O=[C:9]([CH3:15])[CH2:10][C:11]([O:13][CH3:14])=[O:12].[Cl:16][C:17]1[CH:24]=[C:23]([Cl:25])[CH:22]=[CH:21][C:18]=1[CH:19]=O.N1CCCCC1. (6) Given the product [CH2:1]([S:8]([CH2:11][C@@H:12]([C:31]([NH:33][CH2:34][C:37]#[N:38])=[O:32])[NH:13][C@@:14]([C:24]1[CH:25]=[CH:26][C:27]([F:30])=[CH:28][CH:29]=1)([C:20]([F:23])([F:22])[F:21])[C:15]#[C:16][CH:17]1[CH2:19][CH2:18]1)(=[O:10])=[O:9])[C:2]1[CH:3]=[CH:4][CH:5]=[CH:6][CH:7]=1, predict the reactants needed to synthesize it. The reactants are: [CH2:1]([S:8]([CH2:11][C@@H:12]([C:31]([NH:33][C:34]1([C:37]#[N:38])CC1)=[O:32])[NH:13][C@@:14]([C:24]1[CH:29]=[CH:28][C:27]([F:30])=[CH:26][CH:25]=1)([C:20]([F:23])([F:22])[F:21])[C:15]#[C:16][CH:17]1[CH2:19][CH2:18]1)(=[O:10])=[O:9])[C:2]1[CH:7]=[CH:6][CH:5]=[CH:4][CH:3]=1.CN(C(ON1N=NC2C=CC=NC1=2)=[N+](C)C)C.F[P-](F)(F)(F)(F)F.NCC#N.CCN(CC)CC.